This data is from Catalyst prediction with 721,799 reactions and 888 catalyst types from USPTO. The task is: Predict which catalyst facilitates the given reaction. (1) Reactant: [C:1]([NH:4][CH2:5][CH2:6][CH2:7][CH2:8][CH2:9][O:10][C:11]1[C:34]([O:35][CH3:36])=[CH:33][C:14]2[C:15]3[N:20]([CH:21]([C:23]([CH3:26])([CH3:25])[CH3:24])[CH2:22][C:13]=2[CH:12]=1)[CH:19]=[C:18]([C:27]([O:29]CC)=[O:28])[C:17](=[O:32])[CH:16]=3)(=[O:3])[CH3:2].CO.O[Li].O.Cl. Product: [C:1]([NH:4][CH2:5][CH2:6][CH2:7][CH2:8][CH2:9][O:10][C:11]1[C:34]([O:35][CH3:36])=[CH:33][C:14]2[C:15]3[N:20]([CH:21]([C:23]([CH3:26])([CH3:24])[CH3:25])[CH2:22][C:13]=2[CH:12]=1)[CH:19]=[C:18]([C:27]([OH:29])=[O:28])[C:17](=[O:32])[CH:16]=3)(=[O:3])[CH3:2]. The catalyst class is: 6. (2) Reactant: CN(C(ON1N=NC2C1=CC=CC=2)=[N+](C)C)C.F[P-](F)(F)(F)(F)F.[CH:25]([N:28]1[CH2:33][CH2:32][CH:31]([O:34][C:35]2[CH:40]=[CH:39][C:38]([C:41]3([C:47]([OH:49])=O)[CH2:46][CH2:45][O:44][CH2:43][CH2:42]3)=[CH:37][CH:36]=2)[CH2:30][CH2:29]1)([CH3:27])[CH3:26].[CH2:50]([N:52](CC)[CH2:53]C)[CH3:51].C(NC)C. Product: [CH2:50]([N:52]([CH3:53])[C:47]([C:41]1([C:38]2[CH:39]=[CH:40][C:35]([O:34][CH:31]3[CH2:32][CH2:33][N:28]([CH:25]([CH3:26])[CH3:27])[CH2:29][CH2:30]3)=[CH:36][CH:37]=2)[CH2:42][CH2:43][O:44][CH2:45][CH2:46]1)=[O:49])[CH3:51]. The catalyst class is: 9. (3) Reactant: [CH3:1][C:2]1[C:6]([C:7]2[CH:8]=[C:9]([C:25]([O:27][C:28]([CH3:31])([CH3:30])[CH3:29])=[O:26])[C:10]3[C:11]4[CH:12]=[C:13]([C:20]([O:22][CH2:23][CH3:24])=[O:21])[CH:14]=[CH:15][C:16]=4[NH:17][C:18]=3[CH:19]=2)=[C:5]([CH3:32])[O:4][N:3]=1.C(=O)([O-])[O-].[K+].[K+].C1OCCOCCOCCOCCOCCOC1.Cl[CH2:58][C:59]1[CH:64]=[CH:63][C:62]([F:65])=[CH:61][CH:60]=1. Product: [CH3:1][C:2]1[C:6]([C:7]2[CH:8]=[C:9]([C:25]([O:27][C:28]([CH3:31])([CH3:30])[CH3:29])=[O:26])[C:10]3[C:11]4[CH:12]=[C:13]([C:20]([O:22][CH2:23][CH3:24])=[O:21])[CH:14]=[CH:15][C:16]=4[N:17]([CH2:58][C:59]4[CH:64]=[CH:63][C:62]([F:65])=[CH:61][CH:60]=4)[C:18]=3[CH:19]=2)=[C:5]([CH3:32])[O:4][N:3]=1. The catalyst class is: 21. (4) Reactant: [O:1]1[CH:5]=[CH:4][CH:3]=[C:2]1[C:6]1[O:7][C:8]([CH3:23])=[C:9]([CH2:11][O:12][C:13]2[CH:14]=[C:15]([CH:18]=[CH:19][C:20]=2[O:21][CH3:22])[CH:16]=[O:17])[N:10]=1.C(O)C.[BH4-].[Na+].O. Product: [O:1]1[CH:5]=[CH:4][CH:3]=[C:2]1[C:6]1[O:7][C:8]([CH3:23])=[C:9]([CH2:11][O:12][C:13]2[CH:14]=[C:15]([CH2:16][OH:17])[CH:18]=[CH:19][C:20]=2[O:21][CH3:22])[N:10]=1. The catalyst class is: 7. (5) Reactant: [NH2:1][C:2]1[N:31]=[C:5]2[N:6]([C:21]3[CH:26]=[CH:25][CH:24]=[C:23]([C:27]([F:30])([F:29])[F:28])[CH:22]=3)[C:7]([CH3:20])=[C:8]([C:18]#[N:19])[C@@H:9]([C:10]3[CH:15]=[CH:14][C:13]([C:16]#[N:17])=[CH:12][CH:11]=3)[N:4]2[N:3]=1.Cl[C:33]([O:35][CH2:36][C:37]1[CH:42]=[CH:41][CH:40]=[CH:39][CH:38]=1)=[O:34]. Product: [C:18]([C:8]1[C@@H:9]([C:10]2[CH:15]=[CH:14][C:13]([C:16]#[N:17])=[CH:12][CH:11]=2)[N:4]2[N:3]=[C:2]([NH:1][C:33](=[O:34])[O:35][CH2:36][C:37]3[CH:42]=[CH:41][CH:40]=[CH:39][CH:38]=3)[N:31]=[C:5]2[N:6]([C:21]2[CH:26]=[CH:25][CH:24]=[C:23]([C:27]([F:28])([F:30])[F:29])[CH:22]=2)[C:7]=1[CH3:20])#[N:19]. The catalyst class is: 17. (6) Reactant: [Cl:1][C:2]1[CH:3]=[C:4]([CH2:9][CH2:10][O:11][CH2:12][C:13]([NH:15][C:16]([C:18]2[C:23](Cl)=[N:22][CH:21]=[CH:20][N:19]=2)=[O:17])=[NH:14])[CH:5]=[CH:6][C:7]=1[F:8].C([O-])([O-])=O.[K+].[K+].O.Cl. Product: [Cl:1][C:2]1[CH:3]=[C:4]([CH2:9][CH2:10][O:11][CH2:12][C:13]2[NH:15][C:16](=[O:17])[C:18]3[C:23](=[N:22][CH:21]=[CH:20][N:19]=3)[N:14]=2)[CH:5]=[CH:6][C:7]=1[F:8]. The catalyst class is: 3. (7) Product: [F:26][C:27]([F:40])([F:39])[S:28]([O:18][C:6]1[C:7]([C:16]#[N:17])=[C:8]2[CH2:13][C:12]([CH3:14])([CH3:15])[O:11][CH2:10][C:9]2=[C:4]([CH:1]2[CH2:2][CH2:3]2)[N:5]=1)(=[O:30])=[O:29]. Reactant: [CH:1]1([C:4]2[C:9]3[CH2:10][O:11][C:12]([CH3:15])([CH3:14])[CH2:13][C:8]=3[C:7]([C:16]#[N:17])=[C:6]([OH:18])[N:5]=2)[CH2:3][CH2:2]1.C(N(CC)CC)C.[F:26][C:27]([F:40])([F:39])[S:28](O[S:28]([C:27]([F:40])([F:39])[F:26])(=[O:30])=[O:29])(=[O:30])=[O:29]. The catalyst class is: 79.